Dataset: Full USPTO retrosynthesis dataset with 1.9M reactions from patents (1976-2016). Task: Predict the reactants needed to synthesize the given product. (1) Given the product [Cl:1][C:2]1[CH:7]=[C:6]([O:8][CH3:9])[CH:5]=[C:4]([Cl:10])[C:3]=1[CH:11]([C:13]1[CH:18]=[CH:17][C:16]([Cl:19])=[CH:15][C:14]=1[Cl:20])[OH:12], predict the reactants needed to synthesize it. The reactants are: [Cl:1][C:2]1[CH:7]=[C:6]([O:8][CH3:9])[CH:5]=[C:4]([Cl:10])[C:3]=1[C:11]([C:13]1[CH:18]=[CH:17][C:16]([Cl:19])=[CH:15][C:14]=1[Cl:20])=[O:12].[BH4-].[Na+]. (2) Given the product [CH3:28][O:29][C:30]1[CH:31]=[C:32]([C:3]2[CH:4]=[C:5]3[C:11]([C:12]4[CH:17]=[CH:16][C:15]([O:18][CH2:19][CH2:20][CH2:21][N:22]5[CH2:27][CH2:26][CH2:25][CH2:24][CH2:23]5)=[CH:14][CH:13]=4)=[CH:10][NH:9][C:6]3=[N:7][CH:8]=2)[CH:33]=[CH:34][C:35]=1[OH:36], predict the reactants needed to synthesize it. The reactants are: Cl.Br[C:3]1[CH:4]=[C:5]2[C:11]([C:12]3[CH:17]=[CH:16][C:15]([O:18][CH2:19][CH2:20][CH2:21][N:22]4[CH2:27][CH2:26][CH2:25][CH2:24][CH2:23]4)=[CH:14][CH:13]=3)=[CH:10][NH:9][C:6]2=[N:7][CH:8]=1.[CH3:28][O:29][C:30]1[CH:31]=[C:32](B2OC(C)(C)C(C)(C)O2)[CH:33]=[CH:34][C:35]=1[O:36]CC1C=CC(OC)=CC=1.C(=O)([O-])[O-].[Na+].[Na+].C(=O)(O)[O-].[Na+]. (3) Given the product [Cl:1][C:2]1[CH:28]=[CH:27][C:5]([CH2:6][N:7]2[C:15]3[C:10](=[CH:11][CH:12]=[CH:13][CH:14]=3)[CH:9]=[C:8]2[C:16]([N:18]2[CH2:23][CH2:22][CH:21]([C:24]([NH:52][CH:53]([CH:55]3[CH2:63][C:62]4[C:57](=[CH:58][CH:59]=[CH:60][CH:61]=4)[CH2:56]3)[CH3:54])=[O:25])[CH2:20][CH2:19]2)=[O:17])=[CH:4][CH:3]=1, predict the reactants needed to synthesize it. The reactants are: [Cl:1][C:2]1[CH:28]=[CH:27][C:5]([CH2:6][N:7]2[C:15]3[C:10](=[CH:11][CH:12]=[CH:13][CH:14]=3)[CH:9]=[C:8]2[C:16]([N:18]2[CH2:23][CH2:22][CH:21]([C:24](O)=[O:25])[CH2:20][CH2:19]2)=[O:17])=[CH:4][CH:3]=1.CCN(C(C)C)C(C)C.C(Cl)CCl.C1C=CC2N(O)N=NC=2C=1.[NH2:52][CH:53]([CH:55]1[CH2:63][C:62]2[C:57](=[CH:58][CH:59]=[CH:60][CH:61]=2)[CH2:56]1)[CH3:54]. (4) Given the product [Cl:1][C:2]1[C:7]([O:8][CH3:9])=[C:6]([O:10][CH3:11])[CH:5]=[CH:4][C:3]=1[C:12]([N:14]([CH2:20][C:21]1[N:25]([CH2:26][C:31]2[CH:34]=[CH:35][CH:36]=[CH:37][C:30]=2[O:29][CH3:28])[C:24]([CH3:27])=[C:23]([CH3:38])[N:22]=1)[CH2:15][CH2:16][CH:17]([CH3:19])[CH3:18])=[O:13], predict the reactants needed to synthesize it. The reactants are: [Cl:1][C:2]1[C:7]([O:8][CH3:9])=[C:6]([O:10][CH3:11])[CH:5]=[CH:4][C:3]=1[C:12]([N:14]([CH2:20][C:21]1[N:25]([CH3:26])[C:24]([CH3:27])=[CH:23][N:22]=1)[CH2:15][CH2:16][CH:17]([CH3:19])[CH3:18])=[O:13].[CH3:28][O:29][C:30]1[CH:37]=[CH:36][CH:35]=[CH:34][C:31]=1CCl.[CH3:38]N(C)C=O.[OH-].[K+]. (5) Given the product [ClH:1].[ClH:34].[Cl:1][C:2]1[CH:3]=[C:4]([C:10]2[CH:11]=[C:12]3[C:17](=[CH:18][CH:19]=2)[N:16]=[CH:15][C:14]([C:20](=[O:22])[CH3:21])=[C:13]3[NH:23][C@H:24]2[CH2:29][CH2:28][C@H:27]([CH2:30][N:31]([CH3:32])[CH3:33])[CH2:26][CH2:25]2)[CH:5]=[C:6]([F:9])[C:7]=1[OH:8], predict the reactants needed to synthesize it. The reactants are: [Cl:1][C:2]1[CH:3]=[C:4]([C:10]2[CH:11]=[C:12]3[C:17](=[CH:18][CH:19]=2)[N:16]=[CH:15][C:14]([C:20](=[O:22])[CH3:21])=[C:13]3[NH:23][C@H:24]2[CH2:29][CH2:28][C@H:27]([CH2:30][N:31]([CH3:33])[CH3:32])[CH2:26][CH2:25]2)[CH:5]=[C:6]([F:9])[C:7]=1[OH:8].[ClH:34]. (6) Given the product [CH3:7][N:4]1[CH2:5][CH2:6][C@@:2]2([N:1]=[C:11]([C:12]3[N:17]=[C:16]([CH3:18])[CH:15]=[C:14]([C:19]4[CH:20]=[CH:21][C:22]([C:25]([F:28])([F:27])[F:26])=[CH:23][CH:24]=4)[N:13]=3)[CH2:10][CH2:9]2)[C:3]1=[O:8], predict the reactants needed to synthesize it. The reactants are: [NH2:1][C@:2]1([CH2:9][C:10]#[C:11][C:12]2[N:17]=[C:16]([CH3:18])[CH:15]=[C:14]([C:19]3[CH:24]=[CH:23][C:22]([C:25]([F:28])([F:27])[F:26])=[CH:21][CH:20]=3)[N:13]=2)[CH2:6][CH2:5][N:4]([CH3:7])[C:3]1=[O:8]. (7) Given the product [CH3:3][N:4]([CH3:15])[C:5]1[N:6]=[CH:7][C:8]([C:11]([O-:13])=[O:12])=[N:9][CH:10]=1.[Na+:2], predict the reactants needed to synthesize it. The reactants are: [OH-].[Na+:2].[CH3:3][N:4]([CH3:15])[C:5]1[N:6]=[CH:7][C:8]([C:11]([O:13]C)=[O:12])=[N:9][CH:10]=1. (8) Given the product [Cl:1][CH:2]1[CH2:7][CH2:6][N:5]([S:8]([C:11]2[CH:17]=[CH:16][C:14]([NH:15][C:26]([C:24]3[O:25][C:21]([N+:18]([O-:20])=[O:19])=[CH:22][CH:23]=3)=[O:27])=[CH:13][CH:12]=2)(=[O:10])=[O:9])[CH2:4][CH2:3]1, predict the reactants needed to synthesize it. The reactants are: [Cl:1][CH:2]1[CH2:7][CH2:6][N:5]([S:8]([C:11]2[CH:17]=[CH:16][C:14]([NH2:15])=[CH:13][CH:12]=2)(=[O:10])=[O:9])[CH2:4][CH2:3]1.[N+:18]([C:21]1[O:25][C:24]([C:26](Cl)=[O:27])=[CH:23][CH:22]=1)([O-:20])=[O:19].C(#N)C. (9) Given the product [Si:24]([O:23][CH2:22][C:19]1([CH3:21])[S:18][CH2:17][CH2:16][N:15]2[C:11]([C:8]3([C:5]4[CH:6]=[CH:7][C:2]([C:36]5[C:32]([CH3:31])=[N:33][NH:34][CH:35]=5)=[CH:3][CH:4]=4)[CH2:10][CH2:9]3)=[N:12][N:13]=[C:14]2[CH2:20]1)([C:27]([CH3:30])([CH3:29])[CH3:28])([CH3:26])[CH3:25], predict the reactants needed to synthesize it. The reactants are: Br[C:2]1[CH:7]=[CH:6][C:5]([C:8]2([C:11]3[N:15]4[CH2:16][CH2:17][S:18][C:19]([CH2:22][O:23][Si:24]([C:27]([CH3:30])([CH3:29])[CH3:28])([CH3:26])[CH3:25])([CH3:21])[CH2:20][C:14]4=[N:13][N:12]=3)[CH2:10][CH2:9]2)=[CH:4][CH:3]=1.[CH3:31][C:32]1[C:36](B2OC(C)(C)C(C)(C)O2)=[CH:35][NH:34][N:33]=1.C(=O)([O-])[O-].[K+].[K+].